This data is from Peptide-MHC class I binding affinity with 185,985 pairs from IEDB/IMGT. The task is: Regression. Given a peptide amino acid sequence and an MHC pseudo amino acid sequence, predict their binding affinity value. This is MHC class I binding data. (1) The peptide sequence is CLGGLLTMV. The MHC is HLA-A02:03 with pseudo-sequence HLA-A02:03. The binding affinity (normalized) is 0.685. (2) The peptide sequence is CFTSLVWAPLILA. The binding affinity (normalized) is 0.0415. The MHC is HLA-B53:01 with pseudo-sequence HLA-B53:01. (3) The peptide sequence is EWAFWENKK. The MHC is HLA-A24:02 with pseudo-sequence HLA-A24:02. The binding affinity (normalized) is 0.109. (4) The peptide sequence is CNPLLPLQNLF. The MHC is Mamu-A01 with pseudo-sequence Mamu-A01. The binding affinity (normalized) is 0.158. (5) The binding affinity (normalized) is 0.0847. The peptide sequence is YRFNLRRKM. The MHC is HLA-B48:01 with pseudo-sequence HLA-B48:01. (6) The peptide sequence is WMACHSAAF. The MHC is HLA-A02:06 with pseudo-sequence HLA-A02:06. The binding affinity (normalized) is 0.689. (7) The peptide sequence is KSSFFVWVI. The MHC is HLA-A02:01 with pseudo-sequence HLA-A02:01. The binding affinity (normalized) is 0.481. (8) The MHC is H-2-Kb with pseudo-sequence H-2-Kb. The peptide sequence is CNYSKYWYL. The binding affinity (normalized) is 0.664. (9) The peptide sequence is GEYRSGNNL. The MHC is HLA-B15:01 with pseudo-sequence HLA-B15:01. The binding affinity (normalized) is 0.225.